Dataset: Peptide-MHC class I binding affinity with 185,985 pairs from IEDB/IMGT. Task: Regression. Given a peptide amino acid sequence and an MHC pseudo amino acid sequence, predict their binding affinity value. This is MHC class I binding data. (1) The peptide sequence is YTYDRVDIYY. The MHC is HLA-A11:01 with pseudo-sequence HLA-A11:01. The binding affinity (normalized) is 0.919. (2) The peptide sequence is LLQAIGAAA. The MHC is HLA-A02:01 with pseudo-sequence HLA-A02:01. The binding affinity (normalized) is 0.532. (3) The peptide sequence is YFKRELKSF. The MHC is HLA-B08:02 with pseudo-sequence HLA-B08:02. The binding affinity (normalized) is 0.166.